This data is from Ames mutagenicity test results for genotoxicity prediction. The task is: Regression/Classification. Given a drug SMILES string, predict its toxicity properties. Task type varies by dataset: regression for continuous values (e.g., LD50, hERG inhibition percentage) or binary classification for toxic/non-toxic outcomes (e.g., AMES mutagenicity, cardiotoxicity, hepatotoxicity). Dataset: ames. (1) The result is 1 (mutagenic). The molecule is O=CNc1ccc2c(c1)Cc1ccccc1-2. (2) The compound is O=C1c2ccccc2C(=[N+]([O-])O)c2ccccc21. The result is 0 (non-mutagenic). (3) The molecule is Cc1ccc(NC(=O)CBr)cc1. The result is 0 (non-mutagenic). (4) The molecule is O=C(O)c1ccc2c(c1)C(=O)OC2=O. The result is 0 (non-mutagenic). (5) The molecule is Cc1c(N)cccc1Cl. The result is 0 (non-mutagenic). (6) The drug is Nc1ccc2c(c1)-c1ccccc1C2. The result is 1 (mutagenic). (7) The drug is O=S(=O)(O)OCc1c2ccccc2c(CO)c2c1ccc1ccccc12. The result is 1 (mutagenic). (8) The compound is CNc1ccc2nccnc2c1C. The result is 1 (mutagenic). (9) The molecule is O=[N+]([O-])c1ccc2ccc3ccc([N+](=O)[O-])c4ccc1c2c34. The result is 1 (mutagenic). (10) The result is 1 (mutagenic). The drug is O=[N+]([O-])c1ccc2c([N+](=O)[O-])cc3c([N+](=O)[O-])cccc3c2c1.